Dataset: Forward reaction prediction with 1.9M reactions from USPTO patents (1976-2016). Task: Predict the product of the given reaction. (1) Given the reactants [CH3:1][N:2]([CH2:5][CH2:6][CH:7]([O:13][C:14]1[C:23]2[C:18](=[CH:19][CH:20]=[CH:21][CH:22]=2)[CH:17]=[CH:16][CH:15]=1)[C:8]1[S:9][CH:10]=[CH:11][CH:12]=1)OC.[CH3:24]O, predict the reaction product. The product is: [CH3:1][NH:2][CH2:5][CH2:6][C@:7]([CH3:24])([O:13][C:14]1[C:23]2[C:18](=[CH:19][CH:20]=[CH:21][CH:22]=2)[CH:17]=[CH:16][CH:15]=1)[C:8]1[S:9][CH:10]=[CH:11][CH:12]=1. (2) Given the reactants [Br:1][C:2]1[CH:7]=[CH:6][C:5]([C:8](=[O:12])[CH:9]([F:11])[F:10])=[CH:4][CH:3]=1.[CH3:13][Mg]Cl, predict the reaction product. The product is: [Br:1][C:2]1[CH:3]=[CH:4][C:5]([C:8]([OH:12])([CH3:13])[CH:9]([F:11])[F:10])=[CH:6][CH:7]=1. (3) Given the reactants [N+:1]([C:4]1[CH:12]=[C:11]2[C:7]([CH2:8][CH2:9][NH:10]2)=[CH:6][CH:5]=1)([O-:3])=[O:2].CI.[C:15]([O-])([O-])=O.[K+].[K+], predict the reaction product. The product is: [CH3:15][N:10]1[C:11]2[C:7](=[CH:6][CH:5]=[C:4]([N+:1]([O-:3])=[O:2])[CH:12]=2)[CH2:8][CH2:9]1. (4) Given the reactants [CH3:1][O:2][C:3]1[CH:4]=[C:5]([Mg]Br)[CH:6]=[CH:7][CH:8]=1.[N:11]12[CH2:18][CH2:17][C:14]([C:19]([O:21]CC)=O)([CH2:15][CH2:16]1)[CH2:13][CH2:12]2, predict the reaction product. The product is: [N:11]12[CH2:12][CH2:13][C:14]([C:19]([C:7]3[CH:6]=[CH:5][CH:4]=[C:3]([O:2][CH3:1])[CH:8]=3)([C:5]3[CH:6]=[CH:7][CH:8]=[C:3]([O:2][CH3:1])[CH:4]=3)[OH:21])([CH2:15][CH2:16]1)[CH2:17][CH2:18]2.